This data is from Full USPTO retrosynthesis dataset with 1.9M reactions from patents (1976-2016). The task is: Predict the reactants needed to synthesize the given product. (1) Given the product [F:43][C:42]([F:45])([F:44])[C:40]([OH:65])=[O:63].[NH2:46][C:34]1[O:35][C:36]2[C:37](=[N:38][CH:39]=[C:40]([C:42]([F:43])([F:44])[F:45])[CH:41]=2)[C:33]=1[C:31]([NH:30][C:25]1[CH:26]=[N:27][CH:28]=[CH:29][C:24]=1[N:11]1[CH2:12][C@H:13]([CH3:23])[C@@H:14]([OH:15])[C@H:9]([NH2:8])[CH2:10]1)=[O:32], predict the reactants needed to synthesize it. The reactants are: C(OC([NH:8][C@H:9]1[C@H:14]([O:15][Si](C(C)(C)C)(C)C)[C@@H:13]([CH3:23])[CH2:12][N:11]([C:24]2[CH:29]=[CH:28][N:27]=[CH:26][C:25]=2[NH:30][C:31]([C:33]2[C:37]3=[N:38][CH:39]=[C:40]([C:42]([F:45])([F:44])[F:43])[CH:41]=[C:36]3[O:35][C:34]=2[NH:46]C(=O)OC(C)(C)C)=[O:32])[CH2:10]1)=O)(C)(C)C.F[Si-2](F)(F)(F)(F)F.[H+].[H+].[OH2:63].C[OH:65]. (2) Given the product [CH2:11]([N:18]1[CH2:24][CH2:23][C:22]2[N:10]=[CH:9][N:8]([C:2]3[CH:7]=[CH:6][CH:5]=[CH:4][CH:3]=3)[C:21]=2[CH2:20][CH2:19]1)[C:12]1[CH:17]=[CH:16][CH:15]=[CH:14][CH:13]=1, predict the reactants needed to synthesize it. The reactants are: [Na].[C:2]1([NH:8][CH:9]=[NH:10])[CH:7]=[CH:6][CH:5]=[CH:4][CH:3]=1.[CH2:11]([N:18]1[CH2:24][CH2:23][C:22](Br)=[C:21](O)[CH2:20][CH2:19]1)[C:12]1[CH:17]=[CH:16][CH:15]=[CH:14][CH:13]=1. (3) Given the product [Cl:8][C:12]1[CH2:17][CH2:16][N:15]([C:18]([O:20][C:21]([CH3:24])([CH3:23])[CH3:22])=[O:19])[CH2:14][C:13]=1[CH:3]=[O:4], predict the reactants needed to synthesize it. The reactants are: CN(C)[CH:3]=[O:4].P(Cl)(Cl)([Cl:8])=O.O=[C:12]1[CH2:17][CH2:16][N:15]([C:18]([O:20][C:21]([CH3:24])([CH3:23])[CH3:22])=[O:19])[CH2:14][CH2:13]1.C([O-])(=O)C.[Na+]. (4) The reactants are: [Br:1][C:2]1[CH:11]=[C:10]2[C:5]([C:6](=[O:16])[N:7]3[CH2:15][CH2:14][NH:13][CH2:12][C:8]3=[N:9]2)=[CH:4][CH:3]=1.Br[CH:18]([CH2:20][CH3:21])[CH3:19]. Given the product [Br:1][C:2]1[CH:11]=[C:10]2[C:5]([C:6](=[O:16])[N:7]3[CH2:15][CH2:14][N:13]([CH:18]([CH2:20][CH3:21])[CH3:19])[CH2:12][C:8]3=[N:9]2)=[CH:4][CH:3]=1, predict the reactants needed to synthesize it. (5) Given the product [CH:19]([CH:8]1[CH2:7][N:6]([C:4](=[O:5])[C:3]([OH:22])=[O:2])[C:11]2[CH:12]=[CH:13][CH:14]=[C:15]([CH:16]([CH3:18])[CH3:17])[C:10]=2[O:9]1)([CH3:21])[CH3:20], predict the reactants needed to synthesize it. The reactants are: C[O:2][C:3](=[O:22])[C:4]([N:6]1[C:11]2[CH:12]=[CH:13][CH:14]=[C:15]([CH:16]([CH3:18])[CH3:17])[C:10]=2[O:9][CH:8]([CH:19]([CH3:21])[CH3:20])[CH2:7]1)=[O:5].[OH-].[Na+].